From a dataset of Forward reaction prediction with 1.9M reactions from USPTO patents (1976-2016). Predict the product of the given reaction. (1) Given the reactants Br[CH2:2][CH2:3][CH2:4][OH:5].C(=O)([O-])[O-].[K+].[K+].OC(C(F)(F)F)=O.OC(C(F)(F)F)=O.[F:26][CH2:27][CH2:28][N:29]1[CH2:34][CH2:33][NH:32][CH2:31][CH2:30]1, predict the reaction product. The product is: [F:26][CH2:27][CH2:28][N:29]1[CH2:34][CH2:33][N:32]([CH2:2][CH2:3][CH2:4][OH:5])[CH2:31][CH2:30]1. (2) Given the reactants [F:1][C:2]1[C:7]([C:8]([N:10]2[CH2:15][CH2:14][O:13][CH2:12][CH2:11]2)=[O:9])=[CH:6][CH:5]=[C:4]([F:16])[C:3]=1[CH:17]([O:32][CH3:33])[C:18]([NH:20][CH2:21][C:22]1[CH:27]=[CH:26][C:25]([C:28](=[NH:31])[NH:29]O)=[CH:24][CH:23]=1)=[O:19].[CH3:34][C:35]([OH:37])=[O:36], predict the reaction product. The product is: [C:35]([OH:37])(=[O:36])[CH3:34].[C:28]([C:25]1[CH:24]=[CH:23][C:22]([CH2:21][NH:20][C:18](=[O:19])[CH:17]([C:3]2[C:4]([F:16])=[CH:5][CH:6]=[C:7]([C:8]([N:10]3[CH2:11][CH2:12][O:13][CH2:14][CH2:15]3)=[O:9])[C:2]=2[F:1])[O:32][CH3:33])=[CH:27][CH:26]=1)(=[NH:29])[NH2:31]. (3) Given the reactants [C:1](O)(=[O:3])[CH3:2].CCN=C=NCCCN(C)C.C1C=CC2N(O)N=NC=2C=1.[Cl:26][C:27]1[CH:44]=[CH:43][C:42]([C@H:45]2[C@H:50]([O:51][CH2:52][C:53]3[CH:58]=[CH:57][CH:56]=[CH:55][CH:54]=3)[C@@H:49]([O:59][CH2:60][C:61]3[CH:66]=[CH:65][CH:64]=[CH:63][CH:62]=3)[C@H:48]([O:67][CH2:68][C:69]3[CH:74]=[CH:73][CH:72]=[CH:71][CH:70]=3)[C@@H:47]([CH2:75][O:76][CH2:77][C:78]3[CH:83]=[CH:82][CH:81]=[CH:80][CH:79]=3)[O:46]2)=[CH:41][C:28]=1[CH2:29][C:30]1[CH:40]=[CH:39][C:33]([CH2:34][NH:35][CH:36]2[CH2:38][CH2:37]2)=[CH:32][CH:31]=1, predict the reaction product. The product is: [Cl:26][C:27]1[CH:44]=[CH:43][C:42]([C@H:45]2[C@H:50]([O:51][CH2:52][C:53]3[CH:58]=[CH:57][CH:56]=[CH:55][CH:54]=3)[C@@H:49]([O:59][CH2:60][C:61]3[CH:62]=[CH:63][CH:64]=[CH:65][CH:66]=3)[C@H:48]([O:67][CH2:68][C:69]3[CH:70]=[CH:71][CH:72]=[CH:73][CH:74]=3)[C@@H:47]([CH2:75][O:76][CH2:77][C:78]3[CH:79]=[CH:80][CH:81]=[CH:82][CH:83]=3)[O:46]2)=[CH:41][C:28]=1[CH2:29][C:30]1[CH:40]=[CH:39][C:33]([CH2:34][N:35]([CH:36]2[CH2:37][CH2:38]2)[C:1](=[O:3])[CH3:2])=[CH:32][CH:31]=1.